Predict the product of the given reaction. From a dataset of Forward reaction prediction with 1.9M reactions from USPTO patents (1976-2016). (1) The product is: [CH:15]([C:6]1[C:5](=[O:18])[N:4]([CH2:1]/[CH:2]=[CH:3]/[C:45]2[CH:44]=[C:43]3[C:22](=[CH:21][CH:20]=2)[CH2:23][C:24]2([C:32]4[C:27](=[N:28][CH:29]=[CH:30][CH:31]=4)[N:26]([CH2:33][O:34][CH2:35][CH2:36][Si:37]([CH3:40])([CH3:38])[CH3:39])[C:25]2=[O:41])[CH2:42]3)[C:8]2([CH2:9][CH2:10][CH2:11][CH2:12][CH2:13][CH2:14]2)[N:7]=1)([CH3:16])[CH3:17]. Given the reactants [CH2:1]([N:4]1[C:8]2([CH2:14][CH2:13][CH2:12][CH2:11][CH2:10][CH2:9]2)[N:7]=[C:6]([CH:15]([CH3:17])[CH3:16])[C:5]1=[O:18])[CH:2]=[CH2:3].Br[C:20]1[CH:21]=[C:22]2[C:43](=[CH:44][CH:45]=1)[CH2:42][C@:24]1([C:32]3[C:27](=[N:28][CH:29]=[CH:30][CH:31]=3)[N:26]([CH2:33][O:34][CH2:35][CH2:36][Si:37]([CH3:40])([CH3:39])[CH3:38])[C:25]1=[O:41])[CH2:23]2.C(=O)([O-])[O-].[K+].[K+].C(P(C(C)(C)C)C(C)(C)C)(C)(C)C, predict the reaction product. (2) Given the reactants Br.Br[CH2:3][C:4]([C:6]1[CH:11]=[CH:10][N:9]=[CH:8][CH:7]=1)=O.[CH3:12][C:13]([CH3:18])([CH3:17])[C:14]([NH2:16])=[S:15], predict the reaction product. The product is: [CH3:12][C:13]([C:14]1[S:15][CH:3]=[C:4]([C:6]2[CH:11]=[CH:10][N:9]=[CH:8][CH:7]=2)[N:16]=1)([CH3:18])[CH3:17]. (3) The product is: [Br:16][C:7]1[CH:6]=[C:5]([CH3:15])[C:4]([O:3][CH2:1][CH3:2])=[CH:14][C:8]=1[C:9]([O:11][CH2:12][CH3:13])=[O:10]. Given the reactants [CH2:1]([O:3][C:4]1[C:5]([CH3:15])=[CH:6][CH:7]=[C:8]([CH:14]=1)[C:9]([O:11][CH2:12][CH3:13])=[O:10])[CH3:2].[Br:16]Br, predict the reaction product. (4) Given the reactants [CH2:1]([O:8][C:9]1[CH:16]=[CH:15][CH:14]=[CH:13][C:10]=1[CH:11]=[O:12])[C:2]1[CH:7]=[CH:6][CH:5]=[CH:4][CH:3]=1.[BH4-].[Na+].[F:19][C:20]1[CH:21]=[C:22]([CH2:28][CH2:29][C:30]([O:32][CH2:33][CH3:34])=[O:31])[CH:23]=[C:24]([F:27])[C:25]=1O.C(P(CCCC)CCCC)CCC.N(C(N1CCCCC1)=O)=NC(N1CCCCC1)=O, predict the reaction product. The product is: [CH2:1]([O:8][C:9]1[CH:16]=[CH:15][CH:14]=[CH:13][C:10]=1[CH2:11][O:12][C:25]1[C:24]([F:27])=[CH:23][C:22]([CH2:28][CH2:29][C:30]([O:32][CH2:33][CH3:34])=[O:31])=[CH:21][C:20]=1[F:19])[C:2]1[CH:3]=[CH:4][CH:5]=[CH:6][CH:7]=1. (5) Given the reactants C[O:2]C1C=CC(C2[O:8][C:9]3[C:14]([C:15](=[O:17])[CH:16]=2)=[C:13]([O:18][CH3:19])[C:12]([O:20][CH3:21])=[C:11]([O:22][CH3:23])[CH:10]=3)=CC=1.OC1C(C(=O)C=[CH:35][C:36]2[CH:41]=[CH:40][C:39]([O:42][CH2:43][C:44]3[CH:49]=[CH:48][CH:47]=[CH:46][CH:45]=3)=[CH:38][CH:37]=2)=C(OC)C(OC)=C(OC)C=1, predict the reaction product. The product is: [OH:8][C:9]1[C:14]([C:15](=[O:17])[CH3:16])=[C:13]([O:18][CH3:19])[C:12]([O:20][CH3:21])=[C:11]([O:22][CH3:23])[CH:10]=1.[CH2:43]([O:42][C:39]1[CH:40]=[CH:41][C:36]([CH:35]=[O:2])=[CH:37][CH:38]=1)[C:44]1[CH:49]=[CH:48][CH:47]=[CH:46][CH:45]=1. (6) Given the reactants [CH3:1][CH:2]([C:4](Br)([C:11]1[CH:16]=[CH:15][CH:14]=[CH:13][CH:12]=1)[C:5](=[O:10])[CH2:6][CH2:7][CH2:8][CH3:9])[CH3:3].[Cl-].[Li+].O, predict the reaction product. The product is: [CH3:1][C:2](=[C:4]([C:11]1[CH:16]=[CH:15][CH:14]=[CH:13][CH:12]=1)[C:5](=[O:10])[CH2:6][CH2:7][CH2:8][CH3:9])[CH3:3].